From a dataset of Forward reaction prediction with 1.9M reactions from USPTO patents (1976-2016). Predict the product of the given reaction. Given the reactants [CH2:1]([N:5]1[CH2:14][CH2:13][C:12]2[C:7](=[CH:8][C:9]([C:15]([OH:17])=O)=[CH:10][CH:11]=2)[CH2:6]1)[CH2:2][CH2:3][CH3:4].CN(C(ON1N=NC2C=CC=NC1=2)=[N+](C)C)C.F[P-](F)(F)(F)(F)F.C1C=CC2N(O)N=NC=2C=1.C(N(C(C)C)CC)(C)C.[NH2:61][C@@H:62]([CH2:76][C:77]1[CH:82]=[C:81]([F:83])[CH:80]=[C:79]([F:84])[CH:78]=1)[C@H:63]([OH:75])[CH2:64][NH:65][CH2:66][C:67]1[CH:72]=[CH:71][CH:70]=[C:69]([CH2:73][CH3:74])[CH:68]=1.C(Cl)[Cl:86], predict the reaction product. The product is: [ClH:86].[ClH:86].[CH2:1]([N:5]1[CH2:14][CH2:13][C:12]2[C:7](=[CH:8][C:9]([C:15]([NH:61][C@@H:62]([CH2:76][C:77]3[CH:78]=[C:79]([F:84])[CH:80]=[C:81]([F:83])[CH:82]=3)[C@H:63]([OH:75])[CH2:64][NH:65][CH2:66][C:67]3[CH:72]=[CH:71][CH:70]=[C:69]([CH2:73][CH3:74])[CH:68]=3)=[O:17])=[CH:10][CH:11]=2)[CH2:6]1)[CH2:2][CH2:3][CH3:4].